Dataset: Forward reaction prediction with 1.9M reactions from USPTO patents (1976-2016). Task: Predict the product of the given reaction. (1) Given the reactants [Cl:1][C:2]1[CH:3]=[CH:4][C:5]([OH:22])=[C:6]([CH:21]=1)[CH2:7][N:8]1[C:16]2[CH:15]=[CH:14][CH:13]=[C:12]([C:17]([O:19][CH3:20])=[O:18])[C:11]=2[CH:10]=[CH:9]1.C([O-])([O-])=O.[K+].[K+].CC1C=CC(S(O[CH2:40][CH2:41][C:42]2[CH:47]=[CH:46][C:45]([F:48])=[CH:44][C:43]=2[F:49])(=O)=O)=CC=1, predict the reaction product. The product is: [Cl:1][C:2]1[CH:3]=[CH:4][C:5]([O:22][CH2:40][CH2:41][C:42]2[CH:47]=[CH:46][C:45]([F:48])=[CH:44][C:43]=2[F:49])=[C:6]([CH:21]=1)[CH2:7][N:8]1[C:16]2[CH:15]=[CH:14][CH:13]=[C:12]([C:17]([O:19][CH3:20])=[O:18])[C:11]=2[CH:10]=[CH:9]1. (2) Given the reactants [CH3:1][O:2][C:3](=[O:24])/[C:4](/[C:8]1[CH:13]=[CH:12][CH:11]=[CH:10][C:9]=1[CH2:14][O:15][C:16]1[CH:21]=[CH:20][CH:19]=[C:18]([CH:22]=O)[CH:17]=1)=[CH:5]/[O:6][CH3:7].[BH-](OC(C)=O)(OC(C)=O)OC(C)=O.[Na+].[NH:39]1[CH2:44][CH2:43][O:42][CH2:41][CH2:40]1.C(=O)(O)[O-].[Na+], predict the reaction product. The product is: [CH3:1][O:2][C:3](=[O:24])/[C:4](/[C:8]1[CH:13]=[CH:12][CH:11]=[CH:10][C:9]=1[CH2:14][O:15][C:16]1[CH:21]=[CH:20][CH:19]=[C:18]([CH2:22][N:39]2[CH2:44][CH2:43][O:42][CH2:41][CH2:40]2)[CH:17]=1)=[CH:5]/[O:6][CH3:7]. (3) Given the reactants [O:1]1[C:5]2[CH:6]=[CH:7][C:8]([CH2:10][N:11]3[C:22](=[O:23])[C:21]4[C:20]([OH:24])=[C:19]5[C:15]([N:16]=[CH:17][N:18]5CC5C=CC=CC=5)=[C:14]([OH:32])[C:13]=4[C:12]3=[O:33])=[CH:9][C:4]=2[O:3][CH2:2]1.CO, predict the reaction product. The product is: [O:1]1[C:5]2[CH:6]=[CH:7][C:8]([CH2:10][N:11]3[C:12](=[O:33])[C:13]4[C:14]([OH:32])=[C:15]5[C:19]([N:18]=[CH:17][NH:16]5)=[C:20]([OH:24])[C:21]=4[C:22]3=[O:23])=[CH:9][C:4]=2[O:3][CH2:2]1. (4) Given the reactants [NH2:1][C:2]1[CH:10]=[CH:9][C:8]([C:11]([CH3:14])([CH3:13])[CH3:12])=[CH:7][C:3]=1[C:4]([NH2:6])=O.[Cl:15][C:16]1[CH:24]=[CH:23][CH:22]=[CH:21][C:17]=1[C:18](Cl)=O.[NH:25]1[CH2:30][CH2:29][S:28][CH2:27][CH2:26]1, predict the reaction product. The product is: [C:11]([C:8]1[CH:7]=[C:3]2[C:2](=[CH:10][CH:9]=1)[N:1]=[C:18]([C:17]1[CH:21]=[CH:22][CH:23]=[CH:24][C:16]=1[Cl:15])[N:6]=[C:4]2[N:25]1[CH2:30][CH2:29][S:28][CH2:27][CH2:26]1)([CH3:14])([CH3:13])[CH3:12].